From a dataset of Forward reaction prediction with 1.9M reactions from USPTO patents (1976-2016). Predict the product of the given reaction. (1) Given the reactants [Cl:1][C:2]1[CH:10]=[CH:9][CH:8]=[C:7]([Si:11]([CH3:14])([CH3:13])[CH3:12])[C:3]=1[C:4](Cl)=[O:5].[CH2:15]([SH:17])[CH3:16], predict the reaction product. The product is: [Cl:1][C:2]1[CH:10]=[CH:9][CH:8]=[C:7]([Si:11]([CH3:14])([CH3:13])[CH3:12])[C:3]=1[C:4](=[O:5])[S:17][CH2:15][CH3:16]. (2) Given the reactants [H-].[Al+3].[Li+].[H-].[H-].[H-].[CH3:7][C:8]1[N:9]([C:13]2[CH:23]=[CH:22][C:16]([C:17](OCC)=[O:18])=[CH:15][N:14]=2)[CH:10]=[CH:11][N:12]=1.O.[OH-].[Na+], predict the reaction product. The product is: [CH3:7][C:8]1[N:9]([C:13]2[N:14]=[CH:15][C:16]([CH2:17][OH:18])=[CH:22][CH:23]=2)[CH:10]=[CH:11][N:12]=1. (3) Given the reactants CS(C)=O.[CH3:5][O:6][CH2:7][CH2:8][NH2:9].Cl[CH2:11][Si:12]([CH3:15])([CH3:14])[CH3:13], predict the reaction product. The product is: [CH3:5][O:6][CH2:7][CH2:8][NH:9][CH2:11][Si:12]([CH3:15])([CH3:14])[CH3:13]. (4) Given the reactants Br[C:2]1[CH:3]=[N:4][N:5]2[CH:10]=[CH:9][C:8]([N:11]3[C@@H:15]([C:16]4[CH:21]=[CH:20][C:19]([F:22])=[CH:18][N:17]=4)[CH2:14][O:13][C:12]3=[O:23])=[N:7][C:6]=12.[F:24][C:25]1[CH:26]=[C:27](B(O)O)[CH:28]=[CH:29][C:30]=1[CH:31]=[O:32].C(=O)([O-])[O-].[Na+].[Na+].CC(C1C=C(C(C)C)C(C2C=CC=CC=2P(C2CCCCC2)C2CCCCC2)=C(C(C)C)C=1)C, predict the reaction product. The product is: [F:24][C:25]1[CH:26]=[C:27]([C:2]2[CH:3]=[N:4][N:5]3[CH:10]=[CH:9][C:8]([N:11]4[C@@H:15]([C:16]5[CH:21]=[CH:20][C:19]([F:22])=[CH:18][N:17]=5)[CH2:14][O:13][C:12]4=[O:23])=[N:7][C:6]=23)[CH:28]=[CH:29][C:30]=1[CH:31]=[O:32]. (5) Given the reactants [CH3:1][Li].[C:3]([CH2:5][C:6]1[CH:13]=[CH:12][CH:11]=[CH:10][C:7]=1[C:8]#[N:9])#[N:4], predict the reaction product. The product is: [CH3:1][C:8]1[C:7]2[C:6](=[CH:13][CH:12]=[CH:11][CH:10]=2)[CH:5]=[C:3]([NH2:4])[N:9]=1. (6) The product is: [Cl:24][C:25]1[N:30]=[CH:29][N:28]=[C:27]([NH:31][C:32]2[CH:37]=[CH:36][C:35]([N:38]3[CH2:43][CH2:42][N:41]([C:44]([O:46][C:47]([CH3:48])([CH3:50])[CH3:49])=[O:45])[CH2:40][C@@H:39]3[CH3:51])=[C:34]([O:52][CH3:53])[CH:33]=2)[N:26]=1. Given the reactants C(OC(N1CCN(C2C=CC(N)=CC=2OC)[C@@H](C)C1)=O)(C)(C)C.[Cl:24][C:25]1[N:30]=[CH:29][N:28]=[C:27]([NH:31][C:32]2[CH:37]=[CH:36][C:35]([N:38]3[CH2:43][CH2:42][N:41]([C:44]([O:46][C:47]([CH3:50])([CH3:49])[CH3:48])=[O:45])[CH2:40][C@@H:39]3[CH3:51])=[C:34]([O:52][CH3:53])[CH:33]=2)[N:26]=1.C(N(CC)C(C)C)(C)C.ClC1N=C(Cl)N=CN=1.N1C=CC=NN=1, predict the reaction product. (7) Given the reactants C(OC([NH:8][C:9]([NH:18][C@@H:19]1[CH2:24][CH2:23][CH2:22][CH2:21][C@@H:20]1[NH:25][C:26]1[C:35]2[C:30](=[CH:31][CH:32]=[C:33]([CH3:36])[CH:34]=2)[N:29]=[C:28]([C:37]([NH:39][C:40]2[CH:45]=[CH:44][C:43]([O:46][CH3:47])=[CH:42][CH:41]=2)=[O:38])[N:27]=1)=[N:10]C(OC(C)(C)C)=O)=O)(C)(C)C.C(OCC)(=O)C.[ClH:54], predict the reaction product. The product is: [ClH:54].[ClH:54].[NH2:10][C:9]([NH:18][C@@H:19]1[CH2:24][CH2:23][CH2:22][CH2:21][C@@H:20]1[NH:25][C:26]1[C:35]2[C:30](=[CH:31][CH:32]=[C:33]([CH3:36])[CH:34]=2)[N:29]=[C:28]([C:37]([NH:39][C:40]2[CH:41]=[CH:42][C:43]([O:46][CH3:47])=[CH:44][CH:45]=2)=[O:38])[N:27]=1)=[NH:8].